From a dataset of Forward reaction prediction with 1.9M reactions from USPTO patents (1976-2016). Predict the product of the given reaction. (1) Given the reactants C(OC(=O)COC1C=CC(Cl)=CC=1C#CC1C=C(S(CCC)(=O)=O)C=CC=1F)(C)(C)C.[C:32]([O:36][C:37](=[O:49])[CH2:38][O:39][C:40]1[CH:45]=[CH:44][C:43]([Cl:46])=[CH:42][C:41]=1[C:47]#[CH:48])([CH3:35])([CH3:34])[CH3:33].Br[C:51]1[CH:64]=[CH:63][C:54]([C:55]([N:57]2[CH2:62][CH2:61][O:60][CH2:59][CH2:58]2)=[O:56])=[C:53]([S:65]([CH:68]([CH3:70])[CH3:69])(=[O:67])=[O:66])[CH:52]=1, predict the reaction product. The product is: [C:32]([O:36][C:37](=[O:49])[CH2:38][O:39][C:40]1[CH:45]=[CH:44][C:43]([Cl:46])=[CH:42][C:41]=1[C:47]#[C:48][C:51]1[CH:64]=[CH:63][C:54]([C:55]([N:57]2[CH2:62][CH2:61][O:60][CH2:59][CH2:58]2)=[O:56])=[C:53]([S:65]([CH:68]([CH3:70])[CH3:69])(=[O:66])=[O:67])[CH:52]=1)([CH3:35])([CH3:34])[CH3:33]. (2) Given the reactants F[C:2]1[CH:7]=[C:6]([N+:8]([O-:10])=[O:9])[CH:5]=[CH:4][C:3]=1[N:11]1[CH2:16][C@@H:15]([CH3:17])[NH:14][CH2:13][C@@H:12]1[CH3:18].FC1C=CC([N+]([O-])=O)=CC=1.C[C@H]1CN[C@H](C)CN1, predict the reaction product. The product is: [CH3:18][C@H:12]1[CH2:13][NH:14][C@H:15]([CH3:17])[CH2:16][N:11]1[C:3]1[CH:4]=[CH:5][C:6]([N+:8]([O-:10])=[O:9])=[CH:7][CH:2]=1. (3) Given the reactants CS(O[C@@H:6]1[CH2:23][CH2:22][C@@:21]2([CH3:24])[CH:8]([C:9](=[O:26])[CH2:10][C@@H:11]3[C@@H:20]2[CH2:19][CH2:18][C@@:16]2([CH3:17])[C@H:12]3[CH2:13][CH2:14][C:15]2=[O:25])[CH2:7]1)(=O)=O.[K+].[C:28]([O-:31])(=[S:30])[CH3:29], predict the reaction product. The product is: [C:28]([S:30][C@H:6]1[CH2:23][CH2:22][C@@:21]2([CH3:24])[CH:8]([C:9](=[O:26])[CH2:10][C@@H:11]3[C@@H:20]2[CH2:19][CH2:18][C@@:16]2([CH3:17])[C@H:12]3[CH2:13][CH2:14][C:15]2=[O:25])[CH2:7]1)(=[O:31])[CH3:29]. (4) Given the reactants [OH-].[Na+].[CH:3]1([N:6]2[C:15]3[C:10](=[C:11]([NH:29]C(=O)C(F)(F)F)[C:12]([F:28])=[C:13]([NH:18][CH2:19][CH2:20][NH:21][C:22]4[CH:27]=[CH:26][CH:25]=[CH:24][N:23]=4)[C:14]=3[O:16][CH3:17])[C:9](=[O:36])[C:8]([C:37]#[N:38])=[CH:7]2)[CH2:5][CH2:4]1.O, predict the reaction product. The product is: [NH2:29][C:11]1[C:12]([F:28])=[C:13]([NH:18][CH2:19][CH2:20][NH:21][C:22]2[CH:27]=[CH:26][CH:25]=[CH:24][N:23]=2)[C:14]([O:16][CH3:17])=[C:15]2[C:10]=1[C:9](=[O:36])[C:8]([C:37]#[N:38])=[CH:7][N:6]2[CH:3]1[CH2:4][CH2:5]1. (5) The product is: [CH3:23][C:14]1[CH:19]=[CH:18][C:17]([C:20]([N:11]=[C:9]2[N:8]([CH:25]([CH2:30][CH3:31])[C:26]([OH:28])=[O:27])[C:7]3[CH:12]=[C:13]4[O:1][CH2:2][O:3][C:4]4=[CH:5][C:6]=3[S:10]2)=[O:21])=[CH:16][CH:15]=1. Given the reactants [O:1]1[C:13]2[C:4](=[CH:5][C:6]3[S:10][C:9]([NH2:11])=[N:8][C:7]=3[CH:12]=2)[O:3][CH2:2]1.[C:14]1([CH3:23])[CH:19]=[CH:18][C:17]([C:20](Cl)=[O:21])=[CH:16][CH:15]=1.Br[CH:25]([CH2:30][CH3:31])[C:26]([O:28]C)=[O:27].COC1C=CC2N=C(N)SC=2C=1.ClC1C=C(C=CC=1)C(Cl)=O.BrCC(OCC)=O, predict the reaction product. (6) The product is: [CH3:14][O:15][C:16](=[O:24])[CH2:17][CH2:18][CH2:19][CH2:20][CH2:21][CH2:22][NH:23][C:8]1[CH:7]=[CH:6][C:5]([CH2:1][CH2:2][CH2:3][CH3:4])=[CH:12][CH:11]=1. Given the reactants [CH2:1]([C:5]1[CH:12]=[CH:11][C:8](C=O)=[CH:7][CH:6]=1)[CH2:2][CH2:3][CH3:4].Cl.[CH3:14][O:15][C:16](=[O:24])[CH2:17][CH2:18][CH2:19][CH2:20][CH2:21][CH2:22][NH2:23], predict the reaction product. (7) Given the reactants [CH2:1]([C:3]1[C:8](=[O:9])[NH:7][C:6]([CH3:10])=[C:5]([C:11]2[S:15][C:14]([S:16]([Cl:19])(=[O:18])=[O:17])=[CH:13][CH:12]=2)[CH:4]=1)[CH3:2].[F:20][C:21]1([F:30])[CH2:25][CH2:24][N:23]([CH2:26][CH2:27][CH2:28][NH2:29])[CH2:22]1, predict the reaction product. The product is: [ClH:19].[F:30][C:21]1([F:20])[CH2:25][CH2:24][N:23]([CH2:26][CH2:27][CH2:28][NH:29][S:16]([C:14]2[S:15][C:11]([C:5]3[CH:4]=[C:3]([CH2:1][CH3:2])[C:8](=[O:9])[NH:7][C:6]=3[CH3:10])=[CH:12][CH:13]=2)(=[O:18])=[O:17])[CH2:22]1. (8) Given the reactants Cl.Cl.[O:3]1[C:8]2=[CH:9][CH:10]=[CH:11][C:7]2=[CH:6][C:5]([CH:12]2[CH2:17][CH2:16][CH2:15][CH2:14][N:13]2[CH2:18][CH2:19][C@H:20]2[CH2:25][CH2:24][C@H:23]([NH2:26])[CH2:22][CH2:21]2)=[CH:4]1.[C:27]1([CH3:37])[CH:32]=[CH:31][C:30]([S:33](Cl)(=[O:35])=[O:34])=[CH:29][CH:28]=1, predict the reaction product. The product is: [O:3]1[C:8]2=[CH:9][CH:10]=[CH:11][C:7]2=[CH:6][C:5]([CH:12]2[CH2:17][CH2:16][CH2:15][CH2:14][N:13]2[CH2:18][CH2:19][C@H:20]2[CH2:21][CH2:22][C@H:23]([NH:26][S:33]([C:30]3[CH:31]=[CH:32][C:27]([CH3:37])=[CH:28][CH:29]=3)(=[O:35])=[O:34])[CH2:24][CH2:25]2)=[CH:4]1.